Dataset: Full USPTO retrosynthesis dataset with 1.9M reactions from patents (1976-2016). Task: Predict the reactants needed to synthesize the given product. Given the product [O:6]=[C:5]1[C:4]2[C:3](=[CH:11][CH:10]=[CH:9][CH:8]=2)[C:2]2[CH2:1][C:16]3[CH:19]=[CH:20][CH:21]=[CH:22][C:15]=3[C:13]=2[NH:14]1, predict the reactants needed to synthesize it. The reactants are: [C:1]1(=O)O[C:5](=[O:6])[C:4]2=[CH:8][CH:9]=[CH:10][CH:11]=[C:3]2[CH2:2]1.[C:13]([C:15]1[CH:22]=[CH:21][CH:20]=[CH:19][C:16]=1CBr)#[N:14].C(N(CC)CC)C.